Dataset: Forward reaction prediction with 1.9M reactions from USPTO patents (1976-2016). Task: Predict the product of the given reaction. Given the reactants [NH2:1][C:2]1[CH:7]=[C:6]([Br:8])[CH:5]=[CH:4][C:3]=1[NH:9][C:10](=O)[CH2:11][CH2:12][CH2:13][CH2:14][CH2:15][CH2:16][C:17]([O:19][CH3:20])=[O:18].C(O)(=O)C, predict the reaction product. The product is: [Br:8][C:6]1[CH:5]=[CH:4][C:3]2[NH:9][C:10]([CH2:11][CH2:12][CH2:13][CH2:14][CH2:15][CH2:16][C:17]([O:19][CH3:20])=[O:18])=[N:1][C:2]=2[CH:7]=1.